From a dataset of Catalyst prediction with 721,799 reactions and 888 catalyst types from USPTO. Predict which catalyst facilitates the given reaction. (1) Reactant: [Cl:1][C:2]1[CH:7]=[CH:6][C:5]([O:8][CH3:9])=[CH:4][C:3]=1[NH:10][C:11]1[C:12]([NH:21][S:22]([C:25]2[CH:26]=[C:27]([CH:38]=[CH:39][CH:40]=2)[C:28]([NH:30][CH2:31][CH:32]2[CH2:37][CH2:36][CH2:35][CH2:34][NH:33]2)=[O:29])(=[O:24])=[O:23])=[N:13][C:14]2[C:19]([N:20]=1)=[CH:18][CH:17]=[CH:16][CH:15]=2.[CH:41](O)=O.C=O. Product: [Cl:1][C:2]1[CH:7]=[CH:6][C:5]([O:8][CH3:9])=[CH:4][C:3]=1[NH:10][C:11]1[C:12]([NH:21][S:22]([C:25]2[CH:26]=[C:27]([CH:38]=[CH:39][CH:40]=2)[C:28]([NH:30][CH2:31][CH:32]2[CH2:37][CH2:36][CH2:35][CH2:34][N:33]2[CH3:41])=[O:29])(=[O:24])=[O:23])=[N:13][C:14]2[C:19]([N:20]=1)=[CH:18][CH:17]=[CH:16][CH:15]=2. The catalyst class is: 44. (2) Reactant: [N:1]1[CH:6]=[CH:5][C:4]([C:7]2[CH:8]=[C:9]3[C:13](=[CH:14][CH:15]=2)[NH:12][CH:11]=[CH:10]3)=[CH:3][CH:2]=1.O1CCOCC1.O1CCCC1.[Br:27][CH2:28][CH2:29][C@H:30]1[C:38]2[C:33](=[CH:34][CH:35]=[CH:36][CH:37]=2)[N:32]([C:39]([NH2:41])=[O:40])[CH2:31]1. Product: [Br-:27].[C:39]([N:32]1[C:33]2[C:38](=[CH:37][CH:36]=[CH:35][CH:34]=2)[C@H:30]([CH2:29][CH2:28][N+:1]2[CH:6]=[CH:5][C:4]([C:7]3[CH:8]=[C:9]4[C:13](=[CH:14][CH:15]=3)[NH:12][CH:11]=[CH:10]4)=[CH:3][CH:2]=2)[CH2:31]1)(=[O:40])[NH2:41]. The catalyst class is: 5. (3) Reactant: [CH3:1][O:2][C:3]1[CH:4]=[C:5]([C:11](=O)[C:12]([CH3:18])([CH3:17])[C:13](OC)=[O:14])[CH:6]=[CH:7][C:8]=1[O:9][CH3:10].O.[NH2:21][NH2:22]. Product: [CH3:1][O:2][C:3]1[CH:4]=[C:5]([C:11]2[C:12]([CH3:18])([CH3:17])[C:13](=[O:14])[NH:21][N:22]=2)[CH:6]=[CH:7][C:8]=1[O:9][CH3:10]. The catalyst class is: 8. (4) Reactant: [CH:1]([C:3]1[CH:10]=[CH:9][C:6]([C:7]#[N:8])=[CH:5][C:4]=1[O:11][C:12]1[CH:17]=[CH:16][CH:15]=[CH:14][CH:13]=1)=O.C([O-])(=O)C.[Na+].Cl.[NH2:24][OH:25]. Product: [OH:25][N:24]=[CH:1][C:3]1[CH:10]=[CH:9][C:6]([C:7]#[N:8])=[CH:5][C:4]=1[O:11][C:12]1[CH:17]=[CH:16][CH:15]=[CH:14][CH:13]=1. The catalyst class is: 8. (5) Reactant: [CH:1]1[C:10]2[C:5](=[CH:6][CH:7]=[CH:8][CH:9]=2)[CH:4]=[CH:3][C:2]=1[CH:11]=O.C(O[C:16](=[O:20])[CH2:17][C:18]#[N:19])C.[CH:21]1([NH:24][C:25]([NH2:27])=[NH:26])[CH2:23][CH2:22]1.Cl.C(=O)([O-])[O-].[K+].[K+]. Product: [C:18]([C:17]1[C:16](=[O:20])[NH:27][C:25]([NH:24][CH:21]2[CH2:23][CH2:22]2)=[N:26][C:11]=1[C:2]1[CH:3]=[CH:4][C:5]2[C:10](=[CH:9][CH:8]=[CH:7][CH:6]=2)[CH:1]=1)#[N:19]. The catalyst class is: 8.